This data is from Catalyst prediction with 721,799 reactions and 888 catalyst types from USPTO. The task is: Predict which catalyst facilitates the given reaction. Reactant: Br[C:2]1[CH:3]=[C:4]2[C:8](=[CH:9][CH:10]=1)[NH:7][C:6]([C:11]([O:13]CC)=[O:12])=[C:5]2[CH2:16][CH2:17][CH2:18][O:19][C:20]1[C:29]2[C:24](=[CH:25][CH:26]=[CH:27][CH:28]=2)[CH:23]=[CH:22][CH:21]=1.[C:30]1([CH2:36]/[CH:37]=[CH:38]/B(O)O)[CH:35]=[CH:34][CH:33]=[CH:32][CH:31]=1.[Li+].[OH-]. Product: [C:20]1([O:19][CH2:18][CH2:17][CH2:16][C:5]2[C:9]3[C:8](=[CH:4][CH:3]=[C:2](/[CH:38]=[CH:37]/[CH2:36][C:30]4[CH:35]=[CH:34][CH:33]=[CH:32][CH:31]=4)[CH:10]=3)[NH:7][C:6]=2[C:11]([OH:13])=[O:12])[C:29]2[C:24](=[CH:25][CH:26]=[CH:27][CH:28]=2)[CH:23]=[CH:22][CH:21]=1. The catalyst class is: 235.